Dataset: Forward reaction prediction with 1.9M reactions from USPTO patents (1976-2016). Task: Predict the product of the given reaction. (1) Given the reactants [NH2:1][CH2:2][C:3]1[CH:8]=[CH:7][C:6]([C:9]([N:11]2[CH2:17][C:16]3([CH3:19])[CH2:18][CH:12]2[CH2:13][C:14]([CH3:21])([CH3:20])[CH2:15]3)=[O:10])=[CH:5][CH:4]=1.[C:22](Cl)(=[O:29])[C:23]1[CH:28]=[CH:27][CH:26]=[CH:25][CH:24]=1, predict the reaction product. The product is: [CH3:19][C:16]12[CH2:18][CH:12]([N:11]([C:9]([C:6]3[CH:5]=[CH:4][C:3]([CH2:2][NH:1][C:22](=[O:29])[C:23]4[CH:28]=[CH:27][CH:26]=[CH:25][CH:24]=4)=[CH:8][CH:7]=3)=[O:10])[CH2:17]1)[CH2:13][C:14]([CH3:21])([CH3:20])[CH2:15]2. (2) Given the reactants [CH3:1][O:2][C:3](=[O:16])[C:4]1[CH:9]=[CH:8][C:7](Br)=[C:6]([O:11][CH2:12][CH:13]([CH3:15])[CH3:14])[CH:5]=1.C(=O)([O-])[O-].[Na+].[Na+].B([C:26]1[CH:30]=[C:29]([CH3:31])[S:28][C:27]=1[S:32]([N:35]([C:42]1[C:46]([CH3:47])=[C:45]([CH3:48])[O:44][N:43]=1)[CH2:36][O:37][CH2:38][CH2:39][O:40][CH3:41])(=[O:34])=[O:33])(O)O, predict the reaction product. The product is: [CH3:1][O:2][C:3](=[O:16])[C:4]1[CH:9]=[CH:8][C:7]([C:26]2[CH:30]=[C:29]([CH3:31])[S:28][C:27]=2[S:32](=[O:33])(=[O:34])[N:35]([C:42]2[C:46]([CH3:47])=[C:45]([CH3:48])[O:44][N:43]=2)[CH2:36][O:37][CH2:38][CH2:39][O:40][CH3:41])=[C:6]([O:11][CH2:12][CH:13]([CH3:15])[CH3:14])[CH:5]=1. (3) Given the reactants [CH3:1][C:2]1[CH:12]=[CH:11][C:5]([CH2:6][NH:7][C:8](=[O:10])[CH3:9])=[CH:4][CH:3]=1.[CH3:13]I, predict the reaction product. The product is: [CH3:13][N:7]([CH2:6][C:5]1[CH:11]=[CH:12][C:2]([CH3:1])=[CH:3][CH:4]=1)[C:8](=[O:10])[CH3:9]. (4) Given the reactants [NH2:1][CH2:2][C@H:3]1[N:8]([C:9]([C:11]2[N:12]=[C:13]([CH3:23])[S:14][C:15]=2[C:16]2[CH:17]=[C:18]([CH3:22])[CH:19]=[CH:20][CH:21]=2)=[O:10])[CH2:7][C@H:6]2[C@@H:4]1[CH2:5]2.[C:24]([C:26]1[CH:34]=[CH:33][C:29]([C:30](O)=[O:31])=[CH:28][CH:27]=1)#[N:25], predict the reaction product. The product is: [C:24]([C:26]1[CH:34]=[CH:33][C:29]([C:30]([NH:1][CH2:2][C@H:3]2[N:8]([C:9]([C:11]3[N:12]=[C:13]([CH3:23])[S:14][C:15]=3[C:16]3[CH:17]=[C:18]([CH3:22])[CH:19]=[CH:20][CH:21]=3)=[O:10])[CH2:7][C@H:6]3[C@@H:4]2[CH2:5]3)=[O:31])=[CH:28][CH:27]=1)#[N:25]. (5) The product is: [CH3:1][O:2][C:3](=[O:13])[C:4]1[CH:9]=[C:8]([CH3:10])[CH:7]=[C:6]([CH:11]=[O:12])[CH:5]=1. Given the reactants [CH3:1][O:2][C:3](=[O:13])[C:4]1[CH:9]=[C:8]([CH3:10])[CH:7]=[C:6]([CH2:11][OH:12])[CH:5]=1.[Cr](Cl)([O-])(=O)=O.[NH+]1C=CC=CC=1, predict the reaction product.